This data is from Forward reaction prediction with 1.9M reactions from USPTO patents (1976-2016). The task is: Predict the product of the given reaction. (1) Given the reactants [F:1][C:2]1[CH:7]=[C:6]([I:8])[CH:5]=[CH:4][C:3]=1[NH:9][C:10]1[CH:19]=[N:18][CH:17]=[CH:16][C:11]=1[C:12]([NH:14][NH2:15])=[O:13].[CH2:20](S)[SH:21].[OH-].[K+], predict the reaction product. The product is: [F:1][C:2]1[CH:7]=[C:6]([I:8])[CH:5]=[CH:4][C:3]=1[NH:9][C:10]1[CH:19]=[N:18][CH:17]=[CH:16][C:11]=1[C:12]1[O:13][C:20](=[S:21])[NH:15][N:14]=1. (2) Given the reactants [F:1][C:2]1[C:11]([NH:12][S:13]([CH2:16][CH2:17][CH3:18])(=[O:15])=[O:14])=[CH:10][CH:9]=[C:8]([F:19])[C:3]=1[C:4]([O:6]C)=[O:5].[Li+].[OH-], predict the reaction product. The product is: [F:1][C:2]1[C:11]([NH:12][S:13]([CH2:16][CH2:17][CH3:18])(=[O:14])=[O:15])=[CH:10][CH:9]=[C:8]([F:19])[C:3]=1[C:4]([OH:6])=[O:5].